The task is: Binary Classification. Given a drug SMILES string, predict its activity (active/inactive) in a high-throughput screening assay against a specified biological target.. This data is from Tyrosyl-DNA phosphodiesterase HTS with 341,365 compounds. (1) The compound is OC(=O)CCC=1C2=NC(C1C)=Cc1[nH]c(c(c1C)C=C)C=c1[nH]c(c(c1C)C=C)=CC1=NC(C(=C1C)CCC(O)=O)=C2. The result is 1 (active). (2) The drug is O=C1Nc2c(C31NCCc1c3[nH]c3c1ccc(OC)c3)cccc2. The result is 0 (inactive). (3) The molecule is Clc1c(N2CCN(CC2)C(=O)CC)ccc(NC(=O)c2oc3c(c2)cccc3)c1. The result is 0 (inactive). (4) The drug is S(=O)(=O)(NC(C(C)C)c1sccc1)c1c(ccc(c1)c1onc(c1)C)C. The result is 0 (inactive).